This data is from Full USPTO retrosynthesis dataset with 1.9M reactions from patents (1976-2016). The task is: Predict the reactants needed to synthesize the given product. (1) The reactants are: [C:1]([O:5][C:6]([N:8]1[CH2:13][CH2:12][CH:11]([CH2:14][C:15]2[CH:20]=[CH:19][C:18]([NH2:21])=[CH:17][CH:16]=2)[CH2:10][CH2:9]1)=[O:7])([CH3:4])([CH3:3])[CH3:2].[N-:22]=[N+:23]=[N-:24].[Na+].N([O-])=O.[Na+].[C:30](O)(=O)C. Given the product [C:1]([O:5][C:6]([N:8]1[CH2:13][CH2:12][CH:11]([CH2:14][C:15]2[CH:20]=[CH:19][C:18]([N:21]3[CH:30]=[N:24][N:23]=[N:22]3)=[CH:17][CH:16]=2)[CH2:10][CH2:9]1)=[O:7])([CH3:4])([CH3:2])[CH3:3], predict the reactants needed to synthesize it. (2) Given the product [OH:8][C:4]1[CH:3]=[C:2]([N:1]2[CH:14]=[CH:15][C:11]([CH:12]=[O:18])=[CH:20]2)[CH:7]=[CH:6][CH:5]=1, predict the reactants needed to synthesize it. The reactants are: [NH2:1][C:2]1[CH:3]=[C:4]([OH:8])[CH:5]=[CH:6][CH:7]=1.CO[CH:11]1[CH2:15][CH2:14]O[C:12]1([O:18]C)C=O.[CH3:20]CCCCC.CCOC(C)=O. (3) Given the product [CH2:10]([NH:17][C:18](=[O:19])[O:48][C@H:45]1[CH2:44][CH2:43][C@H:42]([C:29]2[CH:30]=[CH:31][C:32]([OH:34])=[CH:33][C:28]=2[OH:27])[CH2:47][CH2:46]1)[C:11]1[CH:16]=[CH:15][CH:14]=[CH:13][CH:12]=1, predict the reactants needed to synthesize it. The reactants are: C(N(CC)C(C)C)(C)C.[CH2:10]([N:17]=[C:18]=[O:19])[C:11]1[CH:16]=[CH:15][CH:14]=[CH:13][CH:12]=1.[Si]([O:27][C:28]1[CH:33]=[C:32]([O:34][Si](C(C)(C)C)(C)C)[CH:31]=[CH:30][C:29]=1[C@H:42]1[CH2:47][CH2:46][C@H:45]([OH:48])[CH2:44][CH2:43]1)(C(C)(C)C)(C)C. (4) The reactants are: C(=[N:14][CH:15]([C:17]1[C:18]([Cl:33])=[C:19]2[C:23](=[CH:24][CH:25]=1)[N:22]([C:26]([O:28][C:29]([CH3:32])([CH3:31])[CH3:30])=[O:27])[CH:21]=[CH:20]2)[CH3:16])(C1C=CC=CC=1)C1C=CC=CC=1.Cl.NO. Given the product [NH2:14][CH:15]([C:17]1[C:18]([Cl:33])=[C:19]2[C:23](=[CH:24][CH:25]=1)[N:22]([C:26]([O:28][C:29]([CH3:32])([CH3:31])[CH3:30])=[O:27])[CH:21]=[CH:20]2)[CH3:16], predict the reactants needed to synthesize it.